From a dataset of Full USPTO retrosynthesis dataset with 1.9M reactions from patents (1976-2016). Predict the reactants needed to synthesize the given product. (1) The reactants are: [NH2:1][CH2:2][CH2:3][O:4][CH2:5][CH2:6][O:7][CH2:8][CH2:9][NH2:10].ClCCl.[Cl:14][C:15]1[CH:16]=[C:17]2[C:22](=[C:23]([Cl:25])[CH:24]=1)[CH2:21][N:20]([CH3:26])[CH2:19][CH:18]2[C:27]1[CH:28]=[C:29]([S:33](Cl)(=[O:35])=[O:34])[CH:30]=[CH:31][CH:32]=1. Given the product [NH2:1][CH2:2][CH2:3][O:4][CH2:5][CH2:6][O:7][CH2:8][CH2:9][NH:10][S:33]([C:29]1[CH:30]=[CH:31][CH:32]=[C:27]([CH:18]2[C:17]3[C:22](=[C:23]([Cl:25])[CH:24]=[C:15]([Cl:14])[CH:16]=3)[CH2:21][N:20]([CH3:26])[CH2:19]2)[CH:28]=1)(=[O:35])=[O:34], predict the reactants needed to synthesize it. (2) Given the product [Br:26][C:27]1[CH:28]=[C:29]([CH:34]=[CH:35][CH:36]=1)/[C:30](=[N:31]/[O:32][C:22]([C:21]1[C:17]([C:12]2[CH:13]=[CH:14][CH:15]=[CH:16][C:11]=2[Cl:10])=[N:18][O:19][C:20]=1[CH3:25])=[O:23])/[NH2:33], predict the reactants needed to synthesize it. The reactants are: C(N(CC)C(C)C)(C)C.[Cl:10][C:11]1[CH:16]=[CH:15][CH:14]=[CH:13][C:12]=1[C:17]1[C:21]([C:22](Cl)=[O:23])=[C:20]([CH3:25])[O:19][N:18]=1.[Br:26][C:27]1[CH:28]=[C:29]([CH:34]=[CH:35][CH:36]=1)[C:30](=[NH:33])[NH:31][OH:32]. (3) Given the product [CH2:62]([NH:69][NH2:70])[C:9]1[CH:8]=[CH:14][CH:15]=[CH:16][CH:17]=1.[CH2:5]([O:4][PH:3](=[O:10])[O:7][CH2:8][CH3:9])[CH3:6], predict the reactants needed to synthesize it. The reactants are: OC[P:3](=[O:10])([O:7][CH2:8][CH3:9])[O:4][CH2:5][CH3:6].N1[C:16]([CH3:17])=[CH:15][CH:14]=CC=1C.FC(F)(F)S(OS(C(F)(F)F)(=O)=O)(=O)=O.C(OCC1C=CC=CC=1)C1C=CC=CC=1.C1(O)C=CC=CC=1.C([O-])([O-])=O.[Cs+].[Cs+].[CH2:62]([NH:69][NH2:70])C1C=CC=CC=1.[O-]S(C(F)(F)F)(=O)=O. (4) Given the product [NH2:7][C@@H:8]1[CH2:13][CH2:12][CH2:11][N:10]([C:14]2[C:19]([O:20][CH3:21])=[CH:18][N:17]=[C:16]3[NH:22][CH:23]=[C:24]([NH:25][C:26]([C:28]4[CH:29]=[N:30][N:31]([CH2:33][C:34]5[CH:39]=[CH:38][C:37]([F:44])=[CH:36][CH:35]=5)[CH:32]=4)=[O:27])[C:15]=23)[CH2:9]1, predict the reactants needed to synthesize it. The reactants are: C(OC(=O)[NH:7][C@@H:8]1[CH2:13][CH2:12][CH2:11][N:10]([C:14]2[C:19]([O:20][CH3:21])=[CH:18][N:17]=[C:16]3[NH:22][CH:23]=[C:24]([NH:25][C:26]([C:28]4[CH:29]=[N:30][N:31]([CH2:33][C:34]5[CH:39]=[CH:38][CH:37]=[CH:36][CH:35]=5)[CH:32]=4)=[O:27])[C:15]=23)[CH2:9]1)(C)(C)C.C(O)(C(F)(F)[F:44])=O. (5) Given the product [CH3:31][C:32]1([CH3:40])[O:36][C@@H:35]([CH2:37][O:38][NH:39][C:19]([C:11]2[CH:12]=[CH:13][C:14]3[CH:15]=[N:16][S:17][C:18]=3[C:10]=2[NH:9][C:3]2[CH:4]=[CH:5][C:6]([I:8])=[CH:7][C:2]=2[F:1])=[O:21])[CH2:34][O:33]1, predict the reactants needed to synthesize it. The reactants are: [F:1][C:2]1[CH:7]=[C:6]([I:8])[CH:5]=[CH:4][C:3]=1[NH:9][C:10]1[C:18]2[S:17][N:16]=[CH:15][C:14]=2[CH:13]=[CH:12][C:11]=1[C:19]([OH:21])=O.C(N(C(C)C)CC)(C)C.[CH3:31][C:32]1([CH3:40])[O:36][C@@H:35]([CH2:37][O:38][NH2:39])[CH2:34][O:33]1.CCN=C=NCCCN(C)C.C1C=CC2N(O)N=NC=2C=1.